Regression. Given two drug SMILES strings and cell line genomic features, predict the synergy score measuring deviation from expected non-interaction effect. From a dataset of NCI-60 drug combinations with 297,098 pairs across 59 cell lines. (1) Drug 1: C(=O)(N)NO. Drug 2: CC(C)CN1C=NC2=C1C3=CC=CC=C3N=C2N. Cell line: HS 578T. Synergy scores: CSS=2.10, Synergy_ZIP=2.21, Synergy_Bliss=4.57, Synergy_Loewe=0.686, Synergy_HSA=1.16. (2) Drug 1: CCCCC(=O)OCC(=O)C1(CC(C2=C(C1)C(=C3C(=C2O)C(=O)C4=C(C3=O)C=CC=C4OC)O)OC5CC(C(C(O5)C)O)NC(=O)C(F)(F)F)O. Drug 2: CC(C)(C#N)C1=CC(=CC(=C1)CN2C=NC=N2)C(C)(C)C#N. Cell line: NCI-H460. Synergy scores: CSS=31.5, Synergy_ZIP=18.8, Synergy_Bliss=17.7, Synergy_Loewe=19.1, Synergy_HSA=19.3.